This data is from Full USPTO retrosynthesis dataset with 1.9M reactions from patents (1976-2016). The task is: Predict the reactants needed to synthesize the given product. (1) Given the product [F:21][C:22]1[CH:39]=[CH:38][C:25]([CH2:26][NH:27][S:28]([C:31]2[CH:32]=[N:33][CH:34]=[C:35]([C:7]3[CH:6]=[C:5]4[C:10](=[CH:9][CH:8]=3)[N:2]([CH3:1])[C:3](=[O:20])[CH2:4]4)[CH:36]=2)(=[O:29])=[O:30])=[CH:24][CH:23]=1, predict the reactants needed to synthesize it. The reactants are: [CH3:1][N:2]1[C:10]2[C:5](=[CH:6][C:7](B3OC(C)(C)C(C)(C)O3)=[CH:8][CH:9]=2)[CH2:4][C:3]1=[O:20].[F:21][C:22]1[CH:39]=[CH:38][C:25]([CH2:26][NH:27][S:28]([C:31]2[C:32](Br)=[N:33][CH:34]=[CH:35][CH:36]=2)(=[O:30])=[O:29])=[CH:24][CH:23]=1.P([O-])([O-])([O-])=O.[K+].[K+].[K+].CN(C=O)C. (2) Given the product [F:28][C:6]1[CH:5]=[C:4]([CH:9]=[C:8]([CH2:10][NH:11][S:12]([C:15]2[CH:20]=[CH:19][C:18]([C:21]3[CH:26]=[CH:25][C:24]([F:27])=[CH:23][CH:22]=3)=[CH:17][CH:16]=2)(=[O:14])=[O:13])[CH:7]=1)[C:3]([OH:29])=[O:2], predict the reactants needed to synthesize it. The reactants are: C[O:2][C:3](=[O:29])[C:4]1[CH:9]=[C:8]([CH2:10][NH:11][S:12]([C:15]2[CH:20]=[CH:19][C:18]([C:21]3[CH:26]=[CH:25][C:24]([F:27])=[CH:23][CH:22]=3)=[CH:17][CH:16]=2)(=[O:14])=[O:13])[CH:7]=[C:6]([F:28])[CH:5]=1.[OH-].[Li+]. (3) Given the product [NH2:36][C:37]1([C:41]2[CH:42]=[CH:43][C:44]([C:47]3[C:56](=[O:57])[C:55]4[C:50](=[C:51]([C:60]#[N:61])[C:52]([O:58][CH3:59])=[CH:53][CH:54]=4)[O:49][C:48]=3[C:62]3[CH:63]=[CH:64][CH:65]=[CH:66][CH:67]=3)=[CH:45][CH:46]=2)[CH2:38][CH2:39][CH2:40]1, predict the reactants needed to synthesize it. The reactants are: NC1(C2C=CC(C3C(=O)C4C(=CC=C(F)C=4)OC=3C3C=CC=CC=3)=CC=2)CCC1.C(OC(=O)[NH:36][C:37]1([C:41]2[CH:46]=[CH:45][C:44]([C:47]3[C:56](=[O:57])[C:55]4[C:50](=[C:51]([C:60]#[N:61])[C:52]([O:58][CH3:59])=[CH:53][CH:54]=4)[O:49][C:48]=3[C:62]3[CH:67]=[CH:66][CH:65]=[CH:64][CH:63]=3)=[CH:43][CH:42]=2)[CH2:40][CH2:39][CH2:38]1)(C)(C)C.